Dataset: Merck oncology drug combination screen with 23,052 pairs across 39 cell lines. Task: Regression. Given two drug SMILES strings and cell line genomic features, predict the synergy score measuring deviation from expected non-interaction effect. (1) Drug 1: C=CCn1c(=O)c2cnc(Nc3ccc(N4CCN(C)CC4)cc3)nc2n1-c1cccc(C(C)(C)O)n1. Drug 2: CC1(c2nc3c(C(N)=O)cccc3[nH]2)CCCN1. Cell line: SKMEL30. Synergy scores: synergy=4.14. (2) Synergy scores: synergy=6.98. Cell line: UACC62. Drug 1: N#Cc1ccc(Cn2cncc2CN2CCN(c3cccc(Cl)c3)C(=O)C2)cc1. Drug 2: CNC(=O)c1cc(Oc2ccc(NC(=O)Nc3ccc(Cl)c(C(F)(F)F)c3)cc2)ccn1.